The task is: Predict the reaction yield, written as a fraction of the theoretical maximum amount of product (1.0 means a 100% yield; for example, 0.34 means a 34% yield).. This data is from Reaction yield outcomes from USPTO patents with 853,638 reactions. The reactants are [C:1](OC=C)(=[O:3])[CH3:2].[F:7][C:8]([F:12])=[C:9]([F:11])[F:10].[OH-].[Na+]. The catalyst is O1CCCC1. The product is [CH:1]([OH:3])=[CH2:2].[F:7][C:8]([F:12])=[C:9]([F:11])[F:10]. The yield is 1.00.